This data is from Catalyst prediction with 721,799 reactions and 888 catalyst types from USPTO. The task is: Predict which catalyst facilitates the given reaction. (1) Reactant: [C:1]([O:5][C:6](=[O:18])[NH:7][C@H:8]1[CH2:14][CH2:13][C@@H:12]([OH:15])[CH2:11][N:10]([CH3:16])[C:9]1=[O:17])([CH3:4])([CH3:3])[CH3:2].[N:19]([CH2:22][CH2:23][CH2:24][CH2:25][CH2:26][CH2:27]OS(C(F)(F)F)(=O)=O)=[N+:20]=[N-:21].C([O-])(O)=O.[Na+]. Product: [C:1]([O:5][C:6](=[O:18])[NH:7][C@H:8]1[CH2:14][CH2:13][C@@H:12]([O:15][CH2:27][CH2:26][CH2:25][CH2:24][CH2:23][CH2:22][N:19]=[N+:20]=[N-:21])[CH2:11][N:10]([CH3:16])[C:9]1=[O:17])([CH3:4])([CH3:2])[CH3:3]. The catalyst class is: 1. (2) Reactant: Cl.[NH2:2][C:3]([CH2:26][CH3:27])([CH2:6][CH2:7][C:8]1[CH:13]=[CH:12][C:11]([O:14][CH2:15][CH2:16][CH2:17][CH2:18][CH2:19][CH2:20][CH3:21])=[C:10]([C:22]([F:25])([F:24])[F:23])[CH:9]=1)[CH2:4][OH:5].C(N(CC)C(C)C)(C)C.[C:37](O[C:37]([O:39][C:40]([CH3:43])([CH3:42])[CH3:41])=[O:38])([O:39][C:40]([CH3:43])([CH3:42])[CH3:41])=[O:38]. Product: [C:40]([O:39][C:37](=[O:38])[NH:2][C:3]([CH2:26][CH3:27])([CH2:4][OH:5])[CH2:6][CH2:7][C:8]1[CH:13]=[CH:12][C:11]([O:14][CH2:15][CH2:16][CH2:17][CH2:18][CH2:19][CH2:20][CH3:21])=[C:10]([C:22]([F:23])([F:24])[F:25])[CH:9]=1)([CH3:43])([CH3:42])[CH3:41]. The catalyst class is: 5. (3) Reactant: [Cl:1][C:2]1[C:3]([CH2:13][O:14]C2CCCCO2)=[C:4]([C:8](=[O:12])[CH2:9][O:10][CH3:11])[CH:5]=[N:6][CH:7]=1. Product: [Cl:1][C:2]1[C:3]([CH2:13][OH:14])=[C:4]([C:8](=[O:12])[CH2:9][O:10][CH3:11])[CH:5]=[N:6][CH:7]=1. The catalyst class is: 8.